This data is from Forward reaction prediction with 1.9M reactions from USPTO patents (1976-2016). The task is: Predict the product of the given reaction. (1) Given the reactants [N+:1]([C:4]1[CH:9]=[CH:8][C:7]([C:10]2[CH2:11][CH2:12][N:13]([C:16]([O:18][C:19]([CH3:22])([CH3:21])[CH3:20])=[O:17])[CH2:14][CH:15]=2)=[CH:6][C:5]=1[O:23][CH:24]([CH3:26])[CH3:25])([O-])=O, predict the reaction product. The product is: [NH2:1][C:4]1[CH:9]=[CH:8][C:7]([CH:10]2[CH2:11][CH2:12][N:13]([C:16]([O:18][C:19]([CH3:20])([CH3:21])[CH3:22])=[O:17])[CH2:14][CH2:15]2)=[CH:6][C:5]=1[O:23][CH:24]([CH3:26])[CH3:25]. (2) Given the reactants [C:1]([C:4]1[CH:14]=[CH:13][C:7]([C:8]([N:10]([CH3:12])[CH3:11])=[O:9])=[CH:6][CH:5]=1)(=[O:3])[CH3:2].ClC1C=C(C2O[N:26]=[C:25]([C:28]([OH:30])=[O:29])C=2)C=CC=1F, predict the reaction product. The product is: [CH3:12][N:10]([CH3:11])[C:8]([C:7]1[CH:13]=[CH:14][C:4]([C:1]2[O:3][N:26]=[C:25]([C:28]([OH:30])=[O:29])[CH:2]=2)=[CH:5][CH:6]=1)=[O:9]. (3) Given the reactants C([O:3][C:4](=[O:34])[CH:5]([C:10]1[CH:11]=[C:12]([C:24]2[CH:29]=[CH:28][C:27](C(F)(F)F)=[CH:26][CH:25]=2)[CH:13]=[C:14](OS(C(F)(F)F)(=O)=O)[CH:15]=1)[CH2:6][CH:7]([CH3:9])[CH3:8])C.[F:35][C:36]([F:47])([F:46])[C:37]1[CH:42]=[CH:41][CH:40]=[CH:39][C:38]=1B(O)O, predict the reaction product. The product is: [F:35][C:36]([F:47])([F:46])[C:37]1[CH:42]=[CH:41][CH:40]=[CH:39][C:38]=1[C:14]1[CH:15]=[C:10]([CH:5]([CH2:6][CH:7]([CH3:8])[CH3:9])[C:4]([OH:3])=[O:34])[C:11]([C:36]([F:47])([F:46])[F:35])=[C:12]([C:24]2[CH:25]=[CH:26][CH:27]=[CH:28][CH:29]=2)[CH:13]=1. (4) The product is: [CH3:1][O:3][C:4](=[O:27])[C:5]([C:8]1[N:26]=[C:11]2[C:12]([C:24]#[N:25])=[C:13]([CH3:23])[C:14]([C:17]3[CH:22]=[CH:21][CH:20]=[CH:19][CH:18]=3)=[C:15]([Cl:56])[N:10]2[N:9]=1)([CH3:7])[CH3:6]. Given the reactants [CH2:1]([O:3][C:4](=[O:27])[C:5]([C:8]1[NH:26][C:11]2=[C:12]([C:24]#[N:25])[C:13]([CH3:23])=[C:14]([C:17]3[CH:22]=[CH:21][CH:20]=[CH:19][CH:18]=3)[C:15](=O)[N:10]2[N:9]=1)([CH3:7])[CH3:6])C.COC(=O)C(C1NC2=C(C#N)C(C)=C(C3C=CC=CC=3)C(=O)N2N=1)(C)C.P(Cl)(Cl)([Cl:56])=O, predict the reaction product.